From a dataset of Full USPTO retrosynthesis dataset with 1.9M reactions from patents (1976-2016). Predict the reactants needed to synthesize the given product. (1) Given the product [CH3:1][O:2][C:3](=[O:15])[C:4]1[CH:9]=[C:8]([CH2:10][C:11](=[O:13])[CH3:12])[N:7]=[C:6]([NH:72][C@H:68]([CH2:70][CH3:71])[CH3:69])[CH:5]=1, predict the reactants needed to synthesize it. The reactants are: [CH3:1][O:2][C:3](=[O:15])[C:4]1[CH:9]=[C:8]([CH2:10][C:11](=[O:13])[CH3:12])[N:7]=[C:6](Cl)[CH:5]=1.C1(P(C2C=CC=CC=2)C2C=CC3C(=CC=CC=3)C=2C2C3C(=CC=CC=3)C=CC=2P(C2C=CC=CC=2)C2C=CC=CC=2)C=CC=CC=1.C(=O)([O-])[O-].[Cs+].[Cs+].[C@@H:68]([NH2:72])([CH2:70][CH3:71])[CH3:69]. (2) Given the product [C:1]([NH:18][CH2:17][CH:16]([CH2:8][CH2:9][CH2:10][CH2:11][CH2:12][CH2:13][CH2:14][CH3:15])[CH2:19][CH2:20][CH2:21][CH2:22][CH2:23][CH2:24][CH2:25][CH2:26][CH2:27][CH3:28])(=[O:6])[C:2]([CH3:5])([CH3:4])[CH3:3], predict the reactants needed to synthesize it. The reactants are: [C:1](Cl)(=[O:6])[C:2]([CH3:5])([CH3:4])[CH3:3].[CH2:8]([CH:16]([CH2:19][CH2:20][CH2:21][CH2:22][CH2:23][CH2:24][CH2:25][CH2:26][CH2:27][CH3:28])[CH2:17][NH2:18])[CH2:9][CH2:10][CH2:11][CH2:12][CH2:13][CH2:14][CH3:15].C(N(CC)CC)C. (3) Given the product [CH3:1][C@@H:2]1[CH2:6][CH2:5][CH2:4][N:3]1[C:7]1[C:8]([O:21][S:29]([C:32]([F:35])([F:34])[F:33])(=[O:30])=[O:28])=[N:9][C:10]2[C:15]([N:16]=1)=[CH:14][C:13]([C:17]([O:19][CH3:20])=[O:18])=[CH:12][CH:11]=2, predict the reactants needed to synthesize it. The reactants are: [CH3:1][C@@H:2]1[CH2:6][CH2:5][CH2:4][N:3]1[C:7]1[C:8](=[O:21])[NH:9][C:10]2[C:15]([N:16]=1)=[CH:14][C:13]([C:17]([O:19][CH3:20])=[O:18])=[CH:12][CH:11]=2.N1C=CC=CC=1.[O:28](S(C(F)(F)F)(=O)=O)[S:29]([C:32]([F:35])([F:34])[F:33])(=O)=[O:30]. (4) Given the product [Cl:1][C:2]1[C:3]([I:13])=[CH:4][C:5]([O:11][CH3:12])=[C:6]([C:7]([N:25]2[CH2:26][CH2:27][N:22]([C:16]3[C:15]([CH3:14])=[CH:20][C:19]([CH3:21])=[CH:18][N:17]=3)[CH2:23][CH2:24]2)=[O:9])[CH:10]=1, predict the reactants needed to synthesize it. The reactants are: [Cl:1][C:2]1[C:3]([I:13])=[CH:4][C:5]([O:11][CH3:12])=[C:6]([CH:10]=1)[C:7]([OH:9])=O.[CH3:14][C:15]1[C:16]([N:22]2[CH2:27][CH2:26][NH:25][CH2:24][CH2:23]2)=[N:17][CH:18]=[C:19]([CH3:21])[CH:20]=1.